This data is from Retrosynthesis with 50K atom-mapped reactions and 10 reaction types from USPTO. The task is: Predict the reactants needed to synthesize the given product. (1) Given the product Cc1cc(NC(=O)c2cc([N+](=O)[O-])ccc2Cl)ccc1Oc1ncc(C(F)(F)F)cc1Cl, predict the reactants needed to synthesize it. The reactants are: Cc1cc(N)ccc1Oc1ncc(C(F)(F)F)cc1Cl.O=C(Cl)c1cc([N+](=O)[O-])ccc1Cl. (2) The reactants are: COc1ccccc1C(=O)O.Nc1ccc([N+](=O)[O-])cc1N. Given the product COc1ccccc1-c1nc2ccc([N+](=O)[O-])cc2[nH]1, predict the reactants needed to synthesize it. (3) The reactants are: CC(C)C(=O)Cl.Oc1cc(O)cc(O)c1. Given the product CC(C)C(=O)c1c(O)cc(O)cc1O, predict the reactants needed to synthesize it.